From a dataset of Forward reaction prediction with 1.9M reactions from USPTO patents (1976-2016). Predict the product of the given reaction. (1) Given the reactants [N:1]1[CH:6]=[CH:5][CH:4]=[CH:3][C:2]=1[N:7]1[CH2:12][CH2:11][NH:10][CH2:9][CH2:8]1.[C:13](O[C:13]([O:15][C:16]([CH3:19])([CH3:18])[CH3:17])=[O:14])([O:15][C:16]([CH3:19])([CH3:18])[CH3:17])=[O:14], predict the reaction product. The product is: [N:1]1[CH:6]=[CH:5][CH:4]=[CH:3][C:2]=1[N:7]1[CH2:8][CH2:9][N:10]([C:13]([O:15][C:16]([CH3:19])([CH3:18])[CH3:17])=[O:14])[CH2:11][CH2:12]1. (2) The product is: [NH2:16][C:17]1[CH:25]=[C:24]([CH2:26][N:27]2[CH2:28][CH2:29][N:30]([CH3:33])[CH2:31][CH2:32]2)[C:23]([C:34]#[N:35])=[CH:22][C:18]=1[C:19]([NH:9][CH2:8][C:7]1[CH:10]=[C:3]([Cl:2])[CH:4]=[CH:5][C:6]=1[S:11]([CH2:14][CH3:15])(=[O:13])=[O:12])=[O:20]. Given the reactants Cl.[Cl:2][C:3]1[CH:4]=[CH:5][C:6]([S:11]([CH2:14][CH3:15])(=[O:13])=[O:12])=[C:7]([CH:10]=1)[CH2:8][NH2:9].[NH2:16][C:17]1[CH:25]=[C:24]([CH2:26][N:27]2[CH2:32][CH2:31][N:30]([CH3:33])[CH2:29][CH2:28]2)[C:23]([C:34]#[N:35])=[CH:22][C:18]=1[C:19](O)=[O:20], predict the reaction product. (3) Given the reactants [CH3:1][S:2][C:3]1[CH:8]=[CH:7][C:6]([C:9]2[N:10]=[C:11]([NH:14][C:15](=[O:17])[CH3:16])[S:12][CH:13]=2)=[CH:5][CH:4]=1.ClC1C=C(C=CC=1)C(OO)=[O:23], predict the reaction product. The product is: [CH3:1][S:2]([C:3]1[CH:4]=[CH:5][C:6]([C:9]2[N:10]=[C:11]([NH:14][C:15](=[O:17])[CH3:16])[S:12][CH:13]=2)=[CH:7][CH:8]=1)=[O:23]. (4) Given the reactants [Al+3].[Cl-].[Cl-].[Cl-].[Br:5][C:6]1[CH:11]=[CH:10][C:9]([F:12])=[CH:8][C:7]=1[F:13].[C:14](Cl)(=[O:16])[CH3:15].Cl, predict the reaction product. The product is: [Br:5][C:6]1[C:7]([F:13])=[CH:8][C:9]([F:12])=[C:10]([C:14](=[O:16])[CH3:15])[CH:11]=1. (5) Given the reactants [CH:1]1([N:5]2[CH2:10][CH2:9][N:8]([C:11]([C:13]3[CH:14]=[C:15]4[C:19](=[CH:20][CH:21]=3)[NH:18][C:17]([C:22]([N:24]3[CH2:29][CH2:28][S:27](=[O:31])(=[O:30])[CH2:26][CH2:25]3)=[O:23])=[CH:16]4)=[O:12])[CH2:7][CH2:6]2)[CH2:4][CH2:3][CH2:2]1.[Cl:32][C:33]1[CH:38]=[CH:37][C:36](B(O)O)=[CH:35][N:34]=1.N1C=CC=CC=1, predict the reaction product. The product is: [Cl:32][C:33]1[N:34]=[CH:35][C:36]([N:18]2[C:19]3[C:15](=[CH:14][C:13]([C:11]([N:8]4[CH2:7][CH2:6][N:5]([CH:1]5[CH2:2][CH2:3][CH2:4]5)[CH2:10][CH2:9]4)=[O:12])=[CH:21][CH:20]=3)[CH:16]=[C:17]2[C:22]([N:24]2[CH2:29][CH2:28][S:27](=[O:30])(=[O:31])[CH2:26][CH2:25]2)=[O:23])=[CH:37][CH:38]=1.